Dataset: Catalyst prediction with 721,799 reactions and 888 catalyst types from USPTO. Task: Predict which catalyst facilitates the given reaction. (1) Product: [Br:1][C:2]1[CH:3]=[CH:4][C:5]2[C:10](=[CH:9][C:8]([O:12][C@H:24]3[CH2:29][CH2:28][C@@H:27]([C:30]([F:33])([F:32])[F:31])[CH2:26][CH2:25]3)=[CH:7][CH:6]=2)[CH:11]=1. The catalyst class is: 31. Reactant: [Br:1][C:2]1[CH:11]=[C:10]2[C:5]([CH:6]=[CH:7][C:8]([OH:12])=[CH:9]2)=[CH:4][CH:3]=1.C([O-])([O-])=O.[Cs+].[Cs+].CS(O[C@H:24]1[CH2:29][CH2:28][C@@H:27]([C:30]([F:33])([F:32])[F:31])[CH2:26][CH2:25]1)(=O)=O. (2) Reactant: [C:1]([O:5][C:6]([N:8]1[CH2:22][CH2:21][C:11]2[NH:12][C:13]3[C:14]([Cl:20])=[C:15]([Cl:19])[CH:16]=[CH:17][C:18]=3[C:10]=2[CH2:9]1)=[O:7])([CH3:4])([CH3:3])[CH3:2].[OH-].[K+].[CH3:25]OCCOC. Product: [C:1]([O:5][C:6]([N:8]1[CH2:22][CH2:21][C:11]2[N:12]([CH3:25])[C:13]3[C:14]([Cl:20])=[C:15]([Cl:19])[CH:16]=[CH:17][C:18]=3[C:10]=2[CH2:9]1)=[O:7])([CH3:4])([CH3:2])[CH3:3]. The catalyst class is: 6. (3) The catalyst class is: 175. Reactant: [N:1]1[CH:6]=[CH:5][CH:4]=[C:3]([NH:7][C:8](=[O:15])OCC(Cl)(Cl)Cl)[CH:2]=1.[F:16][C:17]1[CH:18]=[C:19]([C:23]2[CH:28]=[C:27]([N:29]3[CH2:34][CH2:33][NH:32][CH2:31][CH2:30]3)[N:26]=[CH:25][N:24]=2)[CH:20]=[CH:21][CH:22]=1. Product: [F:16][C:17]1[CH:18]=[C:19]([C:23]2[N:24]=[CH:25][N:26]=[C:27]([N:29]3[CH2:30][CH2:31][N:32]([C:8]([NH:7][C:3]4[CH:2]=[N:1][CH:6]=[CH:5][CH:4]=4)=[O:15])[CH2:33][CH2:34]3)[CH:28]=2)[CH:20]=[CH:21][CH:22]=1. (4) Reactant: [Si]([O:8][C@H:9]([CH3:35])[CH2:10][O:11][NH:12][C:13]([C:15]1[C:16]2[CH2:34][CH2:33][CH2:32][C:17]=2[C:18](=[O:31])[N:19]([CH3:30])[C:20]=1[NH:21][C:22]1[CH:27]=[CH:26][C:25]([I:28])=[CH:24][C:23]=1[F:29])=[O:14])(C(C)(C)C)(C)C.CCCC[N+](CCCC)(CCCC)CCCC.[F-]. The catalyst class is: 1. Product: [F:29][C:23]1[CH:24]=[C:25]([I:28])[CH:26]=[CH:27][C:22]=1[NH:21][C:20]1[N:19]([CH3:30])[C:18](=[O:31])[C:17]2[CH2:32][CH2:33][CH2:34][C:16]=2[C:15]=1[C:13]([NH:12][O:11][CH2:10][C@H:9]([OH:8])[CH3:35])=[O:14]. (5) Reactant: C([O:8][C:9]1[C:13]([O:14][CH2:15][C:16]2[CH:21]=[CH:20][CH:19]=[CH:18][CH:17]=2)=[C:12]([C:22](OCC)=[O:23])[N:11]([C:27]2[CH:32]=[CH:31][C:30]([O:33][CH3:34])=[CH:29][CH:28]=2)[C:10]=1[C:35]([O:37]CC)=O)C1C=CC=CC=1.[CH3:40][N:41]1[CH2:46][CH2:45][NH:44][CH2:43][CH2:42]1.[CH:47]([Mg]Cl)([CH3:49])[CH3:48]. Product: [CH2:48]([O:8][C:9]1[C:13]([O:14][CH2:15][C:16]2[CH:21]=[CH:20][CH:19]=[CH:18][CH:17]=2)=[C:12]([C:22]([N:44]2[CH2:45][CH2:46][N:41]([CH3:40])[CH2:42][CH2:43]2)=[O:23])[N:11]([C:27]2[CH:32]=[CH:31][C:30]([O:33][CH3:34])=[CH:29][CH:28]=2)[C:10]=1[C:35]([N:44]1[CH2:45][CH2:46][N:41]([CH3:40])[CH2:42][CH2:43]1)=[O:37])[C:47]1[CH:49]=[CH:35][CH:10]=[CH:9][CH:13]=1. The catalyst class is: 1. (6) Reactant: [H-].[Na+].[Cl:3][C:4]1[CH:10]=[CH:9][C:7]([NH2:8])=[CH:6][C:5]=1[F:11].F[C:13]1[CH:14]=[N:15][CH:16]=[CH:17][C:18]=1[N+:19]([O-:21])=[O:20]. Product: [Cl:3][C:4]1[CH:10]=[CH:9][C:7]([NH:8][C:13]2[CH:14]=[N:15][CH:16]=[CH:17][C:18]=2[N+:19]([O-:21])=[O:20])=[CH:6][C:5]=1[F:11]. The catalyst class is: 1. (7) Product: [N:18]1([C:22]2[C:27]([CH2:28][NH:29][C:30]3[N:34]([C:35]4[CH:40]=[CH:39][CH:38]=[C:37]([Cl:41])[C:36]=4[Cl:42])[CH:33]=[N:32][N:31]=3)=[CH:26][CH:25]=[CH:24][N:23]=2)[CH2:19][CH2:20][CH2:21][NH:15][CH2:16][CH2:17]1. Reactant: FC(F)(F)C(O)=O.C(OC([N:15]1[CH2:21][CH2:20][CH2:19][N:18]([C:22]2[C:27]([CH2:28][NH:29][C:30]3[N:34]([C:35]4[CH:40]=[CH:39][CH:38]=[C:37]([Cl:41])[C:36]=4[Cl:42])[CH:33]=[N:32][N:31]=3)=[CH:26][CH:25]=[CH:24][N:23]=2)[CH2:17][CH2:16]1)=O)(C)(C)C. The catalyst class is: 4. (8) Reactant: [NH2:1][C:2]1[C:7](Br)=[N:6][C:5]([Br:9])=[CH:4][N:3]=1.[C:10]([O:14][C:15]([N:17]1[CH2:22][CH2:21][NH:20][CH2:19][CH2:18]1)=[O:16])([CH3:13])([CH3:12])[CH3:11]. Product: [C:10]([O:14][C:15]([N:17]1[CH2:22][CH2:21][N:20]([C:7]2[C:2]([NH2:1])=[N:3][CH:4]=[C:5]([Br:9])[N:6]=2)[CH2:19][CH2:18]1)=[O:16])([CH3:13])([CH3:11])[CH3:12]. The catalyst class is: 25.